From a dataset of Peptide-MHC class I binding affinity with 185,985 pairs from IEDB/IMGT. Regression. Given a peptide amino acid sequence and an MHC pseudo amino acid sequence, predict their binding affinity value. This is MHC class I binding data. (1) The peptide sequence is QVQMLINTY. The MHC is HLA-B18:01 with pseudo-sequence HLA-B18:01. The binding affinity (normalized) is 0.250. (2) The peptide sequence is TGIVSSMHY. The MHC is HLA-A24:03 with pseudo-sequence HLA-A24:03. The binding affinity (normalized) is 0.0847.